This data is from NCI-60 drug combinations with 297,098 pairs across 59 cell lines. The task is: Regression. Given two drug SMILES strings and cell line genomic features, predict the synergy score measuring deviation from expected non-interaction effect. (1) Drug 1: C1=NC2=C(N=C(N=C2N1C3C(C(C(O3)CO)O)O)F)N. Drug 2: C1C(C(OC1N2C=NC(=NC2=O)N)CO)O. Cell line: SK-MEL-28. Synergy scores: CSS=10.2, Synergy_ZIP=0.319, Synergy_Bliss=1.24, Synergy_Loewe=-1.91, Synergy_HSA=-2.46. (2) Synergy scores: CSS=5.04, Synergy_ZIP=-7.36, Synergy_Bliss=-9.12, Synergy_Loewe=-7.79, Synergy_HSA=-7.77. Drug 1: C1CC(=O)NC(=O)C1N2CC3=C(C2=O)C=CC=C3N. Cell line: KM12. Drug 2: CC1CCC2CC(C(=CC=CC=CC(CC(C(=O)C(C(C(=CC(C(=O)CC(OC(=O)C3CCCCN3C(=O)C(=O)C1(O2)O)C(C)CC4CCC(C(C4)OC)OCCO)C)C)O)OC)C)C)C)OC. (3) Drug 1: CC(CN1CC(=O)NC(=O)C1)N2CC(=O)NC(=O)C2. Drug 2: CN1C(=O)N2C=NC(=C2N=N1)C(=O)N. Cell line: OVCAR3. Synergy scores: CSS=20.1, Synergy_ZIP=-3.49, Synergy_Bliss=3.08, Synergy_Loewe=1.02, Synergy_HSA=1.14. (4) Drug 1: C1=CN(C(=O)N=C1N)C2C(C(C(O2)CO)O)O.Cl. Drug 2: C1CN1C2=NC(=NC(=N2)N3CC3)N4CC4. Cell line: EKVX. Synergy scores: CSS=5.44, Synergy_ZIP=-3.91, Synergy_Bliss=-1.95, Synergy_Loewe=-0.363, Synergy_HSA=0.160. (5) Drug 1: C1=NNC2=C1C(=O)NC=N2. Drug 2: CC(C)CN1C=NC2=C1C3=CC=CC=C3N=C2N. Cell line: SNB-75. Synergy scores: CSS=3.52, Synergy_ZIP=-1.67, Synergy_Bliss=-1.46, Synergy_Loewe=-0.375, Synergy_HSA=-0.738. (6) Drug 1: C1CCN(CC1)CCOC2=CC=C(C=C2)C(=O)C3=C(SC4=C3C=CC(=C4)O)C5=CC=C(C=C5)O. Synergy scores: CSS=-0.359, Synergy_ZIP=8.46, Synergy_Bliss=9.08, Synergy_Loewe=4.06, Synergy_HSA=1.67. Drug 2: COC1=C2C(=CC3=C1OC=C3)C=CC(=O)O2. Cell line: SK-MEL-5. (7) Drug 1: CC1C(C(=O)NC(C(=O)N2CCCC2C(=O)N(CC(=O)N(C(C(=O)O1)C(C)C)C)C)C(C)C)NC(=O)C3=C4C(=C(C=C3)C)OC5=C(C(=O)C(=C(C5=N4)C(=O)NC6C(OC(=O)C(N(C(=O)CN(C(=O)C7CCCN7C(=O)C(NC6=O)C(C)C)C)C)C(C)C)C)N)C. Drug 2: CC1C(C(CC(O1)OC2CC(CC3=C2C(=C4C(=C3O)C(=O)C5=C(C4=O)C(=CC=C5)OC)O)(C(=O)CO)O)N)O.Cl. Cell line: SK-OV-3. Synergy scores: CSS=21.6, Synergy_ZIP=-0.524, Synergy_Bliss=3.95, Synergy_Loewe=0.914, Synergy_HSA=3.04.